From a dataset of Human liver microsome stability data. Regression/Classification. Given a drug SMILES string, predict its absorption, distribution, metabolism, or excretion properties. Task type varies by dataset: regression for continuous measurements (e.g., permeability, clearance, half-life) or binary classification for categorical outcomes (e.g., BBB penetration, CYP inhibition). Dataset: hlm. (1) The drug is Cc1cc(OCc2nnc(SC3CCCC3)n2-c2cccnc2)ccc1-c1ccc(S(C)(=O)=O)cc1. The result is 1 (stable in human liver microsomes). (2) The drug is CC(C)(C)c1ccc(C(=O)Nc2ccc(C#N)cc2)cc1. The result is 0 (unstable in human liver microsomes). (3) The drug is COCCOc1cc(NC(=O)C(C)(C)NC(=O)c2ccc3c(C4CCCC4)c(-c4ncc(Cl)cn4)n(C)c3c2)ccc1C=CC(=O)O. The result is 0 (unstable in human liver microsomes). (4) The compound is COc1cc(C(=O)NCCN(C)C)cc(OC)c1-c1cc2c(N[C@H](C)c3ccccc3)ncnc2s1. The result is 0 (unstable in human liver microsomes). (5) The molecule is Cc1cc(S(=O)(=O)N=C(N)NN=CC#Cc2ccccc2)c(SCc2ccc(Cl)cc2)cc1Cl. The result is 0 (unstable in human liver microsomes). (6) The compound is CNc1nc(NC(C)(C)C)c2sc(-c3ccc(C(F)(F)F)cc3)cc2n1. The result is 0 (unstable in human liver microsomes).